Dataset: Forward reaction prediction with 1.9M reactions from USPTO patents (1976-2016). Task: Predict the product of the given reaction. Given the reactants [CH:1]([N:4]([C:29]1[CH:30]=[N:31][C:32]([O:35][CH3:36])=[CH:33][CH:34]=1)[C:5](=[O:28])[CH2:6][N:7]1[C:16](=[O:17])[CH2:15][C:14]2[N:10]([C:11]([C:18]3[CH:23]=[CH:22][CH:21]=[CH:20][CH:19]=3)=[N:12][N:13]=2)[C:9]2[CH:24]=[CH:25][CH:26]=[CH:27][C:8]1=2)([CH3:3])[CH3:2].[F:37][C:38]1[CH:46]=[C:45]2[C:41]([C:42]([CH:47]=O)=[CH:43][NH:44]2)=[CH:40][CH:39]=1.N1CCCCC1, predict the reaction product. The product is: [F:37][C:38]1[CH:46]=[C:45]2[C:41]([C:42]([CH:47]=[C:15]3[C:14]4[N:10]([C:11]([C:18]5[CH:23]=[CH:22][CH:21]=[CH:20][CH:19]=5)=[N:12][N:13]=4)[C:9]4[CH:24]=[CH:25][CH:26]=[CH:27][C:8]=4[N:7]([CH2:6][C:5]([N:4]([CH:1]([CH3:3])[CH3:2])[C:29]4[CH:30]=[N:31][C:32]([O:35][CH3:36])=[CH:33][CH:34]=4)=[O:28])[C:16]3=[O:17])=[CH:43][NH:44]2)=[CH:40][CH:39]=1.